This data is from Full USPTO retrosynthesis dataset with 1.9M reactions from patents (1976-2016). The task is: Predict the reactants needed to synthesize the given product. (1) Given the product [F:1][C:2]1[CH:24]=[CH:23][CH:22]=[C:21]([CH3:25])[C:3]=1[CH2:4][O:5][C:6]1[CH:7]=[C:8]([C:12](=[O:20])[CH2:13][CH2:14][C:15]([OH:17])=[O:16])[CH:9]=[CH:10][CH:11]=1, predict the reactants needed to synthesize it. The reactants are: [F:1][C:2]1[CH:24]=[CH:23][CH:22]=[C:21]([CH3:25])[C:3]=1[CH2:4][O:5][C:6]1[CH:7]=[C:8]([C:12](=[O:20])[CH2:13][CH2:14][C:15]([O:17]CC)=[O:16])[CH:9]=[CH:10][CH:11]=1.[OH-].[Na+].Cl. (2) Given the product [CH2:13]([N:20]1[C:28]2[C:23](=[CH:24][C:25]([O:29][C:2]3[N:3]=[C:4]([OH:12])[C:5]4[CH:11]=[CH:10][N:9]=[CH:8][C:6]=4[N:7]=3)=[CH:26][CH:27]=2)[CH:22]=[N:21]1)[C:14]1[CH:15]=[CH:16][CH:17]=[CH:18][CH:19]=1, predict the reactants needed to synthesize it. The reactants are: Cl[C:2]1[N:3]=[C:4]([OH:12])[C:5]2[CH:11]=[CH:10][N:9]=[CH:8][C:6]=2[N:7]=1.[CH2:13]([N:20]1[C:28]2[C:23](=[CH:24][C:25]([OH:29])=[CH:26][CH:27]=2)[CH:22]=[N:21]1)[C:14]1[CH:19]=[CH:18][CH:17]=[CH:16][CH:15]=1.